This data is from NCI-60 drug combinations with 297,098 pairs across 59 cell lines. The task is: Regression. Given two drug SMILES strings and cell line genomic features, predict the synergy score measuring deviation from expected non-interaction effect. (1) Drug 1: C1=C(C(=O)NC(=O)N1)F. Drug 2: CC12CCC3C(C1CCC2OP(=O)(O)O)CCC4=C3C=CC(=C4)OC(=O)N(CCCl)CCCl.[Na+]. Cell line: SNB-75. Synergy scores: CSS=18.2, Synergy_ZIP=-6.72, Synergy_Bliss=-7.44, Synergy_Loewe=-8.16, Synergy_HSA=-4.42. (2) Drug 1: C1=C(C(=O)NC(=O)N1)N(CCCl)CCCl. Drug 2: CC=C1C(=O)NC(C(=O)OC2CC(=O)NC(C(=O)NC(CSSCCC=C2)C(=O)N1)C(C)C)C(C)C. Cell line: HS 578T. Synergy scores: CSS=58.8, Synergy_ZIP=-2.87, Synergy_Bliss=-0.642, Synergy_Loewe=-32.5, Synergy_HSA=1.94.